Dataset: Peptide-MHC class I binding affinity with 185,985 pairs from IEDB/IMGT. Task: Regression. Given a peptide amino acid sequence and an MHC pseudo amino acid sequence, predict their binding affinity value. This is MHC class I binding data. (1) The peptide sequence is AGNAFTAGKV. The MHC is H-2-Dd with pseudo-sequence H-2-Dd. The binding affinity (normalized) is 0. (2) The peptide sequence is KSLAVEPRF. The MHC is HLA-B15:17 with pseudo-sequence HLA-B15:17. The binding affinity (normalized) is 0.903.